This data is from Reaction yield outcomes from USPTO patents with 853,638 reactions. The task is: Predict the reaction yield, written as a fraction of the theoretical maximum amount of product (1.0 means a 100% yield; for example, 0.34 means a 34% yield). The reactants are [N:1]([C:4]1[CH:10]=[CH:9][C:7]([NH2:8])=[CH:6][CH:5]=1)=[N+:2]=[N-:3].[Br:11][C:12]1[CH:13]=[CH:14][C:15]2[N:16]([CH2:26][CH:27]3[CH2:29][O:28]3)[C:17]3[C:22]([C:23]=2[CH:24]=1)=[CH:21][C:20]([Br:25])=[CH:19][CH:18]=3.[Li+].[Br-]. The catalyst is C1COCC1. The product is [N:1]([C:4]1[CH:10]=[CH:9][C:7]([NH:8][CH2:29][CH:27]([OH:28])[CH2:26][N:16]2[C:17]3[CH:18]=[CH:19][C:20]([Br:25])=[CH:21][C:22]=3[C:23]3[C:15]2=[CH:14][CH:13]=[C:12]([Br:11])[CH:24]=3)=[CH:6][CH:5]=1)=[N+:2]=[N-:3]. The yield is 0.230.